Task: Predict which catalyst facilitates the given reaction.. Dataset: Catalyst prediction with 721,799 reactions and 888 catalyst types from USPTO (1) Reactant: [CH3:1][C:2]1[NH:3][C:4]2[CH2:5][C:6]([CH3:28])([CH3:27])[CH2:7][C:8](=[O:26])[C:9]=2[C:10]=1[CH2:11][C:12]1[CH:17]=[CH:16][CH:15]=[CH:14][C:13]=1[S:18]([C:21]1[S:22][CH:23]=[CH:24][CH:25]=1)(=[O:20])=[O:19].Br[CH2:30][C:31]([O:33][CH2:34][CH3:35])=[O:32].[I-].[K+].C(=O)([O-])[O-].[K+].[K+]. Product: [CH3:1][C:2]1[N:3]([CH2:30][C:31]([O:33][CH2:34][CH3:35])=[O:32])[C:4]2[CH2:5][C:6]([CH3:28])([CH3:27])[CH2:7][C:8](=[O:26])[C:9]=2[C:10]=1[CH2:11][C:12]1[CH:17]=[CH:16][CH:15]=[CH:14][C:13]=1[S:18]([C:21]1[S:22][CH:23]=[CH:24][CH:25]=1)(=[O:20])=[O:19]. The catalyst class is: 115. (2) Reactant: Cl[C:2]1[NH:6][C:5]2[CH:7]=[CH:8][CH:9]=[CH:10][C:4]=2[N:3]=1.[OH:11][C:12]1[CH:17]=[CH:16][C:15]([N:18]2[C:22]3=[N:23][CH:24]=[CH:25][CH:26]=[C:21]3[C:20](=[O:27])[N:19]2[CH3:28])=[CH:14][CH:13]=1.C(N(CC)CC)C. Product: [NH:3]1[C:4]2[CH:10]=[CH:9][CH:8]=[CH:7][C:5]=2[N:6]=[C:2]1[O:11][C:12]1[CH:13]=[CH:14][C:15]([N:18]2[C:22]3=[N:23][CH:24]=[CH:25][CH:26]=[C:21]3[C:20](=[O:27])[N:19]2[CH3:28])=[CH:16][CH:17]=1. The catalyst class is: 5.